From a dataset of Forward reaction prediction with 1.9M reactions from USPTO patents (1976-2016). Predict the product of the given reaction. (1) Given the reactants [CH:1]1([OH:6])[CH2:5][CH2:4][CH2:3][CH2:2]1.N1C=CC=CC=1.[Cl:13][C:14](Cl)([O:16]C(=O)OC(Cl)(Cl)Cl)Cl, predict the reaction product. The product is: [Cl:13][C:14]([O:6][CH:1]1[CH2:5][CH2:4][CH2:3][CH2:2]1)=[O:16]. (2) Given the reactants C([O:5][C:6]([CH:8]1[CH:12]([C:13]2[CH:18]=[CH:17][CH:16]=[C:15]([Br:19])[CH:14]=2)[C:11]([C:22]2[CH:27]=[CH:26][C:25]([Cl:28])=[CH:24][C:23]=2[F:29])([C:20]#[N:21])[CH:10]([CH2:30][C:31]([CH3:34])([CH3:33])[CH3:32])[NH:9]1)=[O:7])(C)(C)C.[F:35][C:36]([F:41])([F:40])[C:37]([OH:39])=[O:38], predict the reaction product. The product is: [F:35][C:36]([F:41])([F:40])[C:37]([OH:39])=[O:38].[Br:19][C:15]1[CH:14]=[C:13]([CH:12]2[C:11]([C:22]3[CH:27]=[CH:26][C:25]([Cl:28])=[CH:24][C:23]=3[F:29])([C:20]#[N:21])[CH:10]([CH2:30][C:31]([CH3:33])([CH3:34])[CH3:32])[NH:9][CH:8]2[C:6]([OH:7])=[O:5])[CH:18]=[CH:17][CH:16]=1. (3) Given the reactants [C:1]([N:4]1[C:13]2[C:8](=[CH:9][CH:10]=[CH:11][CH:12]=2)[C:7](=O)[CH2:6][CH:5]1[CH3:15])(=[O:3])[CH3:2].[CH:16]([O:19][C:20]1[CH:26]=[CH:25][C:23]([NH2:24])=[CH:22][CH:21]=1)([CH3:18])[CH3:17].[ClH:27], predict the reaction product. The product is: [ClH:27].[C:1]([N:4]1[C:13]2[C:8](=[CH:9][CH:10]=[CH:11][CH:12]=2)[C@H:7]([NH:24][C:23]2[CH:22]=[CH:21][C:20]([O:19][CH:16]([CH3:18])[CH3:17])=[CH:26][CH:25]=2)[CH2:6][C@@H:5]1[CH3:15])(=[O:3])[CH3:2]. (4) Given the reactants [ClH:1].[C:2]([CH2:4][C:5]([O:7][CH2:8][CH3:9])=[O:6])#[N:3].[CH2:10]([OH:12])[CH3:11], predict the reaction product. The product is: [ClH:1].[CH2:10]([O:12][C:2](=[NH:3])[CH2:4][C:5]([O:7][CH2:8][CH3:9])=[O:6])[CH3:11]. (5) Given the reactants [F:1][C:2]1[CH:3]=[C:4]2[C:9](=[CH:10][CH:11]=1)[CH2:8][N:7]([CH2:12][CH2:13][CH2:14][NH2:15])[CH:6]([CH2:16][C:17]1[CH:22]=[CH:21][C:20]([F:23])=[CH:19][CH:18]=1)[CH2:5]2.[CH3:24][O:25][C:26]1[CH:27]=[C:28]([N:32]=[C:33]=[O:34])[CH:29]=[CH:30][CH:31]=1, predict the reaction product. The product is: [F:1][C:2]1[CH:3]=[C:4]2[C:9](=[CH:10][CH:11]=1)[CH2:8][N:7]([CH2:12][CH2:13][CH2:14][NH:15][C:33]([NH:32][C:28]1[CH:29]=[CH:30][CH:31]=[C:26]([O:25][CH3:24])[CH:27]=1)=[O:34])[CH:6]([CH2:16][C:17]1[CH:18]=[CH:19][C:20]([F:23])=[CH:21][CH:22]=1)[CH2:5]2. (6) Given the reactants [Cl:1][C:2]1[CH:28]=[CH:27][CH:26]=[CH:25][C:3]=1[C:4]([NH:6][C:7]1[CH:12]=[CH:11][C:10]([C:13]([NH:15][CH2:16][CH:17]([OH:24])[C:18]2[CH:23]=[CH:22][CH:21]=[CH:20][CH:19]=2)=O)=[CH:9][CH:8]=1)=[O:5].CC(OI1(OC(C)=O)(OC(C)=O)OC(=O)C2C=CC=CC1=2)=O.S(=O)(=O)(O)[O-].[Na+], predict the reaction product. The product is: [Cl:1][C:2]1[CH:28]=[CH:27][CH:26]=[CH:25][C:3]=1[C:4]([NH:6][C:7]1[CH:12]=[CH:11][C:10]([C:13]2[O:24][C:17]([C:18]3[CH:19]=[CH:20][CH:21]=[CH:22][CH:23]=3)=[CH:16][N:15]=2)=[CH:9][CH:8]=1)=[O:5]. (7) Given the reactants [Si]([O:8][CH2:9][C@@H:10]1[CH2:15][CH2:14][CH2:13][CH2:12][C@@H:11]1[O:16][C:17]1[CH:29]=[CH:28][C:20]2[C:21]([C:24]([F:27])([F:26])[F:25])=[N:22][O:23][C:19]=2[C:18]=1[CH2:30][CH2:31][CH3:32])(C(C)(C)C)(C)C.[F-].C([N+](CCCC)(CCCC)CCCC)CCC.C([O-])(O)=O.[Na+], predict the reaction product. The product is: [OH:8][CH2:9][C@H:10]1[CH2:15][CH2:14][CH2:13][CH2:12][C@H:11]1[O:16][C:17]1[CH:29]=[CH:28][C:20]2[C:21]([C:24]([F:27])([F:26])[F:25])=[N:22][O:23][C:19]=2[C:18]=1[CH2:30][CH2:31][CH3:32].